Dataset: Forward reaction prediction with 1.9M reactions from USPTO patents (1976-2016). Task: Predict the product of the given reaction. (1) The product is: [CH3:27][O:26][C:20]1[CH:21]=[C:22]([O:24][CH3:25])[CH:23]=[C:15]2[C:16]=1[C:17](=[O:18])[NH:19][C:1]([C:3]1[CH:8]=[CH:7][C:6]([NH:9][S:10]([CH3:13])(=[O:12])=[O:11])=[CH:5][CH:4]=1)=[N:14]2. Given the reactants [CH:1]([C:3]1[CH:8]=[CH:7][C:6]([NH:9][S:10]([CH3:13])(=[O:12])=[O:11])=[CH:5][CH:4]=1)=O.[NH2:14][C:15]1[CH:23]=[C:22]([O:24][CH3:25])[CH:21]=[C:20]([O:26][CH3:27])[C:16]=1[C:17]([NH2:19])=[O:18].OS([O-])=O.[Na+].CC1C=CC(S(O)(=O)=O)=CC=1.O, predict the reaction product. (2) Given the reactants Br[C:2]1[N:7]2[CH:8]=[C:9]([CH2:11][CH2:12][C:13]3[CH:22]=[CH:21][C:20]4[C:15](=[CH:16][CH:17]=[CH:18][CH:19]=4)[N:14]=3)[N:10]=[C:6]2[C:5]([N:23]2[CH2:28][CH2:27][O:26][CH2:25][CH2:24]2)=[N:4][CH:3]=1.CC1(C)OB([C:35]2[CH:40]=[CH:39][C:38]([N:41]3[C:45](=[O:46])[N:44]([CH2:47][O:48][CH2:49][CH2:50][Si:51]([CH3:54])([CH3:53])[CH3:52])[NH:43][NH:42]3)=[CH:37][CH:36]=2)OC1(C)C, predict the reaction product. The product is: [O:26]1[CH2:27][CH2:28][N:23]([C:5]2[C:6]3[N:7]([CH:8]=[C:9]([CH2:11][CH2:12][C:13]4[CH:22]=[CH:21][C:20]5[C:15](=[CH:16][CH:17]=[CH:18][CH:19]=5)[N:14]=4)[N:10]=3)[C:2]([C:35]3[CH:40]=[CH:39][C:38]([N:41]4[C:45](=[O:46])[N:44]([CH2:47][O:48][CH2:49][CH2:50][Si:51]([CH3:54])([CH3:53])[CH3:52])[N:43]=[N:42]4)=[CH:37][CH:36]=3)=[CH:3][N:4]=2)[CH2:24][CH2:25]1. (3) The product is: [CH3:7][C:8]1[CH:9]=[CH:10][C:11]2[O:16][CH2:15][CH2:14][NH:13][C:12]=2[CH:18]=1. Given the reactants [H-].[Al+3].[Li+].[H-].[H-].[H-].[CH3:7][C:8]1[CH:9]=[CH:10][C:11]2[O:16][CH2:15][C:14](=O)[NH:13][C:12]=2[CH:18]=1.O.[OH-].[Na+], predict the reaction product. (4) Given the reactants [C:1]1([CH:7]2[CH2:12][CH2:11][NH:10][CH2:9][CH2:8]2)[CH:6]=[CH:5][CH:4]=[CH:3][CH:2]=1.[CH2:13]=O.[BH4-].[Na+], predict the reaction product. The product is: [C:1]1([CH:7]2[CH2:8][CH2:9][N:10]([CH3:13])[CH2:11][CH2:12]2)[CH:6]=[CH:5][CH:4]=[CH:3][CH:2]=1. (5) Given the reactants [C:1](Cl)(=[O:8])[C:2]1[CH:7]=[CH:6][CH:5]=[CH:4][CH:3]=1.[NH2:10][C:11]1[C:20]2[N:21]=[C:22]([CH2:29][CH2:30][CH2:31][CH3:32])[N:23]([CH2:24][CH2:25][CH2:26][CH2:27][NH2:28])[C:19]=2[C:18]2[N:17]=[CH:16][CH:15]=[CH:14][C:13]=2[N:12]=1, predict the reaction product. The product is: [NH2:10][C:11]1[C:20]2[N:21]=[C:22]([CH2:29][CH2:30][CH2:31][CH3:32])[N:23]([CH2:24][CH2:25][CH2:26][CH2:27][NH:28][C:1](=[O:8])[C:2]3[CH:7]=[CH:6][CH:5]=[CH:4][CH:3]=3)[C:19]=2[C:18]2[N:17]=[CH:16][CH:15]=[CH:14][C:13]=2[N:12]=1.